Dataset: Full USPTO retrosynthesis dataset with 1.9M reactions from patents (1976-2016). Task: Predict the reactants needed to synthesize the given product. (1) Given the product [Si:14]([O:13][C@H:10]1[CH2:9][CH2:8][C@H:7]([N:5]2[CH:6]=[C:2]([I:1])[CH:3]=[N:4]2)[CH2:12][CH2:11]1)([C:17]([CH3:20])([CH3:19])[CH3:18])([CH3:16])[CH3:15], predict the reactants needed to synthesize it. The reactants are: [I:1][C:2]1[CH:3]=[N:4][N:5]([C@H:7]2[CH2:12][CH2:11][C@H:10]([OH:13])[CH2:9][CH2:8]2)[CH:6]=1.[Si:14](Cl)([C:17]([CH3:20])([CH3:19])[CH3:18])([CH3:16])[CH3:15].N1C=CN=C1.C(Cl)Cl. (2) Given the product [N+:12]([C:3]1[CH:4]=[C:5]([C:8]([F:11])([F:10])[F:9])[CH:6]=[CH:7][C:2]=1[N:19]1[CH2:20][CH2:21][C@@H:17]([N:16]([CH3:22])[CH3:15])[CH2:18]1)([O-:14])=[O:13], predict the reactants needed to synthesize it. The reactants are: F[C:2]1[CH:7]=[CH:6][C:5]([C:8]([F:11])([F:10])[F:9])=[CH:4][C:3]=1[N+:12]([O-:14])=[O:13].[CH3:15][N:16]([CH3:22])[C@@H:17]1[CH2:21][CH2:20][NH:19][CH2:18]1.C([O-])(O)=O.[Na+].